From a dataset of Forward reaction prediction with 1.9M reactions from USPTO patents (1976-2016). Predict the product of the given reaction. (1) Given the reactants N[C:2]1[C:7](=[O:8])[CH:6]=[CH:5][N:4]([C:9]2[CH:10]=[N:11][N:12]([CH3:14])[CH:13]=2)[N:3]=1.N([O-])=O.[Na+].[ClH:19], predict the reaction product. The product is: [Cl:19][C:2]1[C:7](=[O:8])[CH:6]=[CH:5][N:4]([C:9]2[CH:10]=[N:11][N:12]([CH3:14])[CH:13]=2)[N:3]=1. (2) Given the reactants [Br:1][C:2]1[N:6]2[N:7]=[C:8](Cl)[CH:9]=[CH:10][C:5]2=[N:4][CH:3]=1.[O:12]1[CH2:17][CH2:16][CH:15]([OH:18])[CH2:14][CH2:13]1.[H-].[Na+].C([O-])(O)=O.[Na+], predict the reaction product. The product is: [Br:1][C:2]1[N:6]2[N:7]=[C:8]([O:18][CH:15]3[CH2:16][CH2:17][O:12][CH2:13][CH2:14]3)[CH:9]=[CH:10][C:5]2=[N:4][CH:3]=1.